This data is from Catalyst prediction with 721,799 reactions and 888 catalyst types from USPTO. The task is: Predict which catalyst facilitates the given reaction. (1) Reactant: [C:1]([N:4]1[CH2:19][CH2:18][CH2:17][C:5]21[C:8](=[O:9])[N:7]([C@@H:10]([C@H:14]([OH:16])[CH3:15])[C:11]([OH:13])=O)[CH2:6]2)(=[O:3])[CH3:2].CCN(C(C)C)C(C)C.[N:29]1[CH:34]=[CH:33][CH:32]=[N:31][C:30]=1[CH2:35][NH2:36].CCN=C=NCCCN(C)C.C1C=CC2N(O)N=NC=2C=1. Product: [C:1]([N:4]1[CH2:19][CH2:18][CH2:17][C:5]21[C:8](=[O:9])[N:7]([C@@H:10]([C@H:14]([OH:16])[CH3:15])[C:11]([NH:36][CH2:35][C:30]1[N:31]=[CH:32][CH:33]=[CH:34][N:29]=1)=[O:13])[CH2:6]2)(=[O:3])[CH3:2]. The catalyst class is: 2. (2) Reactant: C([N:8]1[CH2:13][CH2:12][N:11](CC2C=CC=CC=2)[CH2:10][CH:9]1[CH2:21][C@@H:22]([C:24]1[CH:29]=[CH:28][CH:27]=[CH:26][CH:25]=1)[OH:23])C1C=CC=CC=1.C([O-])=O.[NH4+]. Product: [NH3:8].[C:24]1([C@@H:22]([OH:23])[CH2:21][CH:9]2[CH2:10][NH:11][CH2:12][CH2:13][NH:8]2)[CH:29]=[CH:28][CH:27]=[CH:26][CH:25]=1. The catalyst class is: 421. (3) Reactant: C([N:3]([CH2:14][CH3:15])[C:4](=[O:13])[C:5]1[CH:10]=[CH:9][CH:8]=[C:7]([CH3:11])[C:6]=1[CH3:12])C.[Li]CCCC.C(C1[CH:39]=[CH:38][C:26]([C:27]([N:29]([CH3:37])[CH:30]2[CH2:35][CH2:34][N:33]([CH3:36])[CH2:32][CH2:31]2)=[O:28])=[CH:25][CH:24]=1)#N.O. Product: [CH3:37][N:29]([CH:30]1[CH2:31][CH2:32][N:33]([CH3:36])[CH2:34][CH2:35]1)[C:27](=[O:28])[C:26]1[CH:38]=[CH:39][C:15]([C:14]2[NH:3][C:4](=[O:13])[C:5]3[C:6]([CH:12]=2)=[C:7]([CH3:11])[CH:8]=[CH:9][CH:10]=3)=[CH:24][CH:25]=1. The catalyst class is: 1. (4) Reactant: [C:1]([O:5][C:6]([N:8]1[CH2:19][CH2:18][C:11]2[N:12]=[C:13](SC)[N:14]=[CH:15][C:10]=2[CH2:9]1)=[O:7])([CH3:4])([CH3:3])[CH3:2].Cl[C:21]1C=CC=C(C(OO)=O)C=1.[S:31]([O-:35])([O-])(=[O:33])=S.[Na+].[Na+].C(=O)(O)[O-].[Na+]. Product: [C:1]([O:5][C:6]([N:8]1[CH2:19][CH2:18][C:11]2[N:12]=[C:13]([S:31]([CH3:21])(=[O:35])=[O:33])[N:14]=[CH:15][C:10]=2[CH2:9]1)=[O:7])([CH3:3])([CH3:2])[CH3:4]. The catalyst class is: 2. (5) Reactant: [CH3:1][O:2][C:3]1[CH:23]=[CH:22][C:6]([CH2:7][N:8]2[CH:12]=[C:11]3[C:13](=O)[CH:14](Br)[CH2:15][O:16][C:17]([CH3:19])([CH3:18])[C:10]3=[N:9]2)=[CH:5][CH:4]=1.[CH3:24][C:25]1[CH:30]=[CH:29][N:28]=[C:27]([NH:31][C:32]([NH2:34])=[S:33])[N:26]=1. Product: [CH3:1][O:2][C:3]1[CH:23]=[CH:22][C:6]([CH2:7][N:8]2[CH:12]=[C:11]3[C:10]([C:17]([CH3:19])([CH3:18])[O:16][CH2:15][C:14]4[S:33][C:32]([NH:31][C:27]5[N:26]=[C:25]([CH3:24])[CH:30]=[CH:29][N:28]=5)=[N:34][C:13]=43)=[N:9]2)=[CH:5][CH:4]=1. The catalyst class is: 14. (6) Reactant: [CH2:1]([O:3][C:4](=[O:22])[CH:5]([CH:16]1[CH2:21][CH2:20][CH2:19][CH2:18][CH2:17]1)[C:6](=O)[CH:7]1[CH2:13][CH2:12][CH2:11][CH2:10][CH2:9][C:8]1=O)[CH3:2].[Cl:23][C:24]1[CH:29]=[CH:28][C:27]([NH:30][NH2:31])=[CH:26][CH:25]=1. Product: [CH2:1]([O:3][C:4](=[O:22])[CH:5]([C:6]1[N:30]([C:27]2[CH:28]=[CH:29][C:24]([Cl:23])=[CH:25][CH:26]=2)[N:31]=[C:8]2[CH2:9][CH2:10][CH2:11][CH2:12][CH2:13][C:7]=12)[CH:16]1[CH2:21][CH2:20][CH2:19][CH2:18][CH2:17]1)[CH3:2]. The catalyst class is: 8. (7) Reactant: [C:1]([C:4]1[C:30](=[O:31])[C@@:8]2([CH3:32])[C:9]3[C:15]([O:16][CH3:17])=[CH:14][C:13]([O:18][CH3:19])=[C:12]([C:20]([O:22]CC4C=CC=CC=4)=[O:21])[C:10]=3[O:11][C:7]2=[CH:6][C:5]=1[OH:33])(=[O:3])[CH3:2].[H][H]. Product: [C:1]([C:4]1[C:30](=[O:31])[C@@:8]2([CH3:32])[C:9]3[C:15]([O:16][CH3:17])=[CH:14][C:13]([O:18][CH3:19])=[C:12]([C:20]([OH:22])=[O:21])[C:10]=3[O:11][C:7]2=[CH:6][C:5]=1[OH:33])(=[O:3])[CH3:2]. The catalyst class is: 78.